From a dataset of Reaction yield outcomes from USPTO patents with 853,638 reactions. Predict the reaction yield, written as a fraction of the theoretical maximum amount of product (1.0 means a 100% yield; for example, 0.34 means a 34% yield). (1) The catalyst is C1(C)C=CC=CC=1.O.C1(C)C=CC(S(O)(=O)=O)=CC=1. The yield is 0.740. The reactants are [CH3:1][C:2]1([CH3:12])[C:10]2[C:5](=[CH:6][CH:7]=[CH:8][CH:9]=2)[C:4](=O)[CH2:3]1.[C:13]1([C@H:19]([CH2:21][OH:22])[NH2:20])[CH:18]=[CH:17][CH:16]=[CH:15][CH:14]=1.C(O)(=O)C.[BH4-].[Na+]. The product is [CH3:1][C:2]1([CH3:12])[C:10]2[C:5](=[CH:6][CH:7]=[CH:8][CH:9]=2)[C@@H:4]([NH:20][C@H:19]([C:13]2[CH:18]=[CH:17][CH:16]=[CH:15][CH:14]=2)[CH2:21][OH:22])[CH2:3]1. (2) The reactants are C[C:2]1[C:7](=[O:8])[CH:6]=[CH:5][C:4](=[O:9])[C:3]=1[CH3:10].[CH:11](OC)(OC)OC.[OH2:18].[C:19]1(C)[CH:24]=CC=[CH:21][CH:20]=1. The catalyst is CC(O)C(O)C.C1(C)C=CC(S(O)(=O)=O)=CC=1. The product is [CH3:24][CH:19]1[CH:20]([CH3:21])[O:8][C:7]2([CH:2]=[C:3]([CH3:10])[C:4](=[O:9])[C:5]([CH3:11])=[CH:6]2)[O:18]1. The yield is 0.920. (3) The reactants are [CH3:1][O:2][C:3]1[CH:22]=[CH:21][C:6]([CH2:7][N:8]2[S:12](=[O:14])(=[O:13])[N:11](C(OC)=O)[CH2:10][C:9]2([CH3:20])[CH3:19])=[CH:5][CH:4]=1.[OH-].[Na+].Cl. The catalyst is CO.O. The product is [CH3:1][O:2][C:3]1[CH:22]=[CH:21][C:6]([CH2:7][N:8]2[C:9]([CH3:20])([CH3:19])[CH2:10][NH:11][S:12]2(=[O:13])=[O:14])=[CH:5][CH:4]=1. The yield is 0.890. (4) The reactants are [F:1][C:2]1[CH:3]=[CH:4][C:5]([O:15][CH2:16][C:17]2[CH:22]=[CH:21][C:20]([F:23])=[CH:19][C:18]=2[F:24])=[C:6]([C:8](=O)[CH2:9][CH2:10][C:11](=O)[CH3:12])[CH:7]=1.[NH2:25][C:26]1[CH:27]=[CH:28][C:29]([CH3:35])=[C:30]([CH:34]=1)[C:31]([OH:33])=[O:32].CC1C=CC(S(O)(=O)=O)=CC=1.Cl. The catalyst is CC#N.C(Cl)Cl. The product is [F:1][C:2]1[CH:3]=[CH:4][C:5]([O:15][CH2:16][C:17]2[CH:22]=[CH:21][C:20]([F:23])=[CH:19][C:18]=2[F:24])=[C:6]([C:8]2[N:25]([C:26]3[CH:34]=[C:30]([C:29]([CH3:35])=[CH:28][CH:27]=3)[C:31]([OH:33])=[O:32])[C:11]([CH3:12])=[CH:10][CH:9]=2)[CH:7]=1. The yield is 0.410. (5) The reactants are [OH-].[Na+].[Br:3][C:4]1[CH:5]=[C:6]2[C:10](=[CH:11][CH:12]=1)[N:9]([CH:13]1[CH2:18][CH2:17][CH2:16][CH2:15][O:14]1)[N:8]=[C:7]2[C:19]([O:21]C)=[O:20].Cl. The catalyst is O. The product is [Br:3][C:4]1[CH:5]=[C:6]2[C:10](=[CH:11][CH:12]=1)[N:9]([CH:13]1[CH2:18][CH2:17][CH2:16][CH2:15][O:14]1)[N:8]=[C:7]2[C:19]([OH:21])=[O:20]. The yield is 0.700. (6) The reactants are [NH:1]1[CH:5]=[CH:4][CH:3]=[C:2]1[C:6]([O:8][CH3:9])=[O:7].[H-].[Na+].Cl[C:13]1[C:22]([N+:23]([O-:25])=[O:24])=[CH:21][C:16]([C:17]([O:19][CH3:20])=[O:18])=[CH:15][N:14]=1.S(Cl)(Cl)=O. The catalyst is CS(C)=O.CO. The product is [CH3:9][O:8][C:6]([C:2]1[N:1]([C:13]2[C:22]([N+:23]([O-:25])=[O:24])=[CH:21][C:16]([C:17]([O:19][CH3:20])=[O:18])=[CH:15][N:14]=2)[CH:5]=[CH:4][CH:3]=1)=[O:7]. The yield is 0.920. (7) The reactants are [OH-].[Li+].[CH3:3][O:4][C:5]1[CH:10]=[CH:9][CH:8]=[CH:7][C:6]=1[C:11]1[CH:16]=[CH:15][C:14]([C:17]([O:19]C)=[O:18])=[C:13]([N+:21]([O-:23])=[O:22])[CH:12]=1.CO.O. The product is [CH3:3][O:4][C:5]1[CH:10]=[CH:9][CH:8]=[CH:7][C:6]=1[C:11]1[CH:16]=[CH:15][C:14]([C:17]([OH:19])=[O:18])=[C:13]([N+:21]([O-:23])=[O:22])[CH:12]=1. The catalyst is C1COCC1. The yield is 0.990.